The task is: Regression. Given a peptide amino acid sequence and an MHC pseudo amino acid sequence, predict their binding affinity value. This is MHC class I binding data.. This data is from Peptide-MHC class I binding affinity with 185,985 pairs from IEDB/IMGT. (1) The peptide sequence is DTLKVGNTY. The MHC is HLA-A80:01 with pseudo-sequence HLA-A80:01. The binding affinity (normalized) is 0.0847. (2) The peptide sequence is VYRIKQQGIF. The MHC is HLA-A24:02 with pseudo-sequence HLA-A24:02. The binding affinity (normalized) is 0.637. (3) The peptide sequence is IGTDNSVVL. The MHC is H-2-Db with pseudo-sequence H-2-Db. The binding affinity (normalized) is 0.0641. (4) The peptide sequence is VGNVYVKF. The MHC is HLA-B57:01 with pseudo-sequence HLA-B57:01. The binding affinity (normalized) is 0.386. (5) The peptide sequence is VVYRAFDIY. The MHC is HLA-A68:01 with pseudo-sequence HLA-A68:01. The binding affinity (normalized) is 0.250. (6) The peptide sequence is RRWIQLGLQK. The MHC is HLA-B27:05 with pseudo-sequence HLA-B27:05. The binding affinity (normalized) is 0.973.